This data is from hERG potassium channel inhibition data for cardiac toxicity prediction from Karim et al.. The task is: Regression/Classification. Given a drug SMILES string, predict its toxicity properties. Task type varies by dataset: regression for continuous values (e.g., LD50, hERG inhibition percentage) or binary classification for toxic/non-toxic outcomes (e.g., AMES mutagenicity, cardiotoxicity, hepatotoxicity). Dataset: herg_karim. (1) The compound is Cc1cnc(N2CCC(C3CCN(c4cc(C#N)nc(C)n4)CC3)CC2)nc1. The result is 1 (blocker). (2) The result is 0 (non-blocker). The molecule is CC(=O)Nc1ccc2c(c1)C(N1CCC(NC(=O)c3cc(=O)c4ccc(F)cc4o3)CC1)CC2. (3) The drug is Cc1cccnc1CN1CCC2(CC1)C(=O)N(c1ccc(-c3ccc(N4CCOCC4)cc3)cc1)C(=O)N2c1cc(O)ncn1. The result is 0 (non-blocker). (4) The drug is CC(C)CN(C(=O)c1cccc(C(F)(F)F)c1Cl)C1CCNC1. The result is 1 (blocker). (5) The molecule is CCN(CC)Cc1cc(Nc2ccnc3cc(Cl)ccc23)ccc1O. The result is 1 (blocker). (6) The drug is CC(NC(=O)C1c2ccccc2C(=O)N1CCc1ccccn1)c1ccc(OCC(F)(F)F)cc1. The result is 1 (blocker). (7) The drug is COc1ccc(-c2noc(CSc3nnc(C)n3-c3ccc(OC)cc3)n2)cc1. The result is 0 (non-blocker).